This data is from Forward reaction prediction with 1.9M reactions from USPTO patents (1976-2016). The task is: Predict the product of the given reaction. The product is: [ClH:34].[CH3:1][N:2]1[CH2:7][CH2:6][N:5]([C:8]2[CH:9]=[CH:10][C:11]([NH:18][S:31]([C:25]3[CH:30]=[CH:29][CH:28]=[CH:27][CH:26]=3)(=[O:33])=[O:32])=[C:12]3[C:17]=2[N:16]=[CH:15][CH:14]=[CH:13]3)[CH2:4][CH2:3]1. Given the reactants [CH3:1][N:2]1[CH2:7][CH2:6][N:5]([C:8]2[CH:9]=[CH:10][C:11]([NH2:18])=[C:12]3[C:17]=2[N:16]=[CH:15][CH:14]=[CH:13]3)[CH2:4][CH2:3]1.N1C=CC=CC=1.[C:25]1([S:31]([Cl:34])(=[O:33])=[O:32])[CH:30]=[CH:29][CH:28]=[CH:27][CH:26]=1, predict the reaction product.